From a dataset of Peptide-MHC class II binding affinity with 134,281 pairs from IEDB. Regression. Given a peptide amino acid sequence and an MHC pseudo amino acid sequence, predict their binding affinity value. This is MHC class II binding data. (1) The MHC is DRB1_1101 with pseudo-sequence DRB1_1101. The peptide sequence is TRRFLPQILAECARR. The binding affinity (normalized) is 0.719. (2) The peptide sequence is KEDFLGSLVKEIPPRLLYAK. The MHC is HLA-DPA10201-DPB11401 with pseudo-sequence HLA-DPA10201-DPB11401. The binding affinity (normalized) is 0.589. (3) The peptide sequence is YAGIRRDGLLLRLVD. The MHC is DRB1_0802 with pseudo-sequence DRB1_0802. The binding affinity (normalized) is 0.347. (4) The peptide sequence is NSVIIMAYVTGGLVQ. The MHC is DRB1_0101 with pseudo-sequence DRB1_0101. The binding affinity (normalized) is 0.753.